Task: Predict which catalyst facilitates the given reaction.. Dataset: Catalyst prediction with 721,799 reactions and 888 catalyst types from USPTO (1) Reactant: [SH:1][C:2]1[CH:3]=[C:4]([C:8]([OH:13])([CH2:11][CH3:12])[CH2:9][CH3:10])[CH:5]=[CH:6][CH:7]=1.[Cl:14][C:15]1[CH:24]=[C:23]([C:25]2[CH:30]=[CH:29][CH:28]=[CH:27][CH:26]=2)[C:22]2[C:17](=[CH:18][C:19](I)=[CH:20][CH:21]=2)[N:16]=1.CCN(C(C)C)C(C)C.C1(P(C2C=CC=CC=2)C2C3OC4C(=CC=CC=4P(C4C=CC=CC=4)C4C=CC=CC=4)C(C)(C)C=3C=CC=2)C=CC=CC=1. Product: [Cl:14][C:15]1[CH:24]=[C:23]([C:25]2[CH:30]=[CH:29][CH:28]=[CH:27][CH:26]=2)[C:22]2[C:17](=[CH:18][C:19]([S:1][C:2]3[CH:3]=[C:4]([C:8]([OH:13])([CH2:11][CH3:12])[CH2:9][CH3:10])[CH:5]=[CH:6][CH:7]=3)=[CH:20][CH:21]=2)[N:16]=1. The catalyst class is: 62. (2) Reactant: [NH2:1][CH2:2][C@@H:3]1[C@H:7]([F:8])[CH2:6][N:5]([C:9]([O:11][CH2:12][C:13]2[CH:18]=[CH:17][CH:16]=[CH:15][CH:14]=2)=[O:10])[CH2:4]1.[CH:19](=O)[C:20]1[CH:25]=[CH:24][CH:23]=[CH:22][CH:21]=1.Cl.[OH-].[Na+]. Product: [CH2:19]([NH:1][CH2:2][C@@H:3]1[C@H:7]([F:8])[CH2:6][N:5]([C:9]([O:11][CH2:12][C:13]2[CH:18]=[CH:17][CH:16]=[CH:15][CH:14]=2)=[O:10])[CH2:4]1)[C:20]1[CH:25]=[CH:24][CH:23]=[CH:22][CH:21]=1. The catalyst class is: 5. (3) Reactant: [CH3:1][C:2]1[C:3]([C:16]([C:18]2[CH:27]=[CH:26][C:21]([C:22]([O:24][CH3:25])=[O:23])=[CH:20][N:19]=2)=O)=[CH:4][C:5]2[C:6]([CH3:15])([CH3:14])[CH2:7][CH2:8][C:9]([CH3:13])([CH3:12])[C:10]=2[CH:11]=1.[CH3:28][Mg]Cl.C1COCC1.Cl.O.C1(C)C=CC(S(O)(=O)=O)=CC=1.C(=O)([O-])[O-].[Na+].[Na+]. Product: [CH3:28][C:1]1[C:2]([CH:3]=[CH:16][C:18]2[CH:27]=[CH:26][C:21]([C:22]([O:24][CH3:25])=[O:23])=[CH:20][N:19]=2)=[CH:11][C:10]2[C:9]([CH3:12])([CH3:13])[CH2:8][CH2:7][C:6]([CH3:15])([CH3:14])[C:5]=2[CH:4]=1. The catalyst class is: 226. (4) Reactant: [CH3:1][C:2]1[CH:3]=[C:4]2[C:9](=[CH:10][CH:11]=1)[NH:8][C:7](=[O:12])[C:6]([C:13]#[N:14])=[C:5]2[N:15]1[CH2:20][CH2:19][N:18]([C:21]([C:23]2[S:24][CH:25]=[CH:26][CH:27]=2)=[O:22])[CH2:17][CH2:16]1.Cl.[CH3:29][N:30]([CH3:34])[CH2:31][CH2:32]Cl.C(=O)([O-])[O-].[K+].[K+]. Product: [CH3:29][N:30]([CH3:34])[CH2:31][CH2:32][N:8]1[C:9]2[C:4](=[CH:3][C:2]([CH3:1])=[CH:11][CH:10]=2)[C:5]([N:15]2[CH2:16][CH2:17][N:18]([C:21]([C:23]3[S:24][CH:25]=[CH:26][CH:27]=3)=[O:22])[CH2:19][CH2:20]2)=[C:6]([C:13]#[N:14])[C:7]1=[O:12]. The catalyst class is: 3.